This data is from HIV replication inhibition screening data with 41,000+ compounds from the AIDS Antiviral Screen. The task is: Binary Classification. Given a drug SMILES string, predict its activity (active/inactive) in a high-throughput screening assay against a specified biological target. (1) The drug is CCOc1ccc(N2CC(=O)N3CCCC(C)N3C(=O)C2)cc1. The result is 0 (inactive). (2) The compound is NC(=O)c1cn(C2OC(CO)C(O)C2O)c2ncnc(N)c12. The result is 0 (inactive). (3) The drug is Br.CC(CN(C)C)C(=NNc1ccccc1)c1ccccc1. The result is 0 (inactive). (4) The drug is COc1ccccc1C=c1[nH]c(=O)c(=Cc2ccccc2OC)[nH]c1=O. The result is 0 (inactive). (5) The drug is N#CC1(C2CC(=O)N(c3ccccc3)C2=O)CCCCC1=O. The result is 0 (inactive). (6) The molecule is CC1=NNC(=O)C12CC2. The result is 0 (inactive). (7) The molecule is Cc1noc(N=C2C=C(O)C(=O)c3ccccc32)c1C. The result is 0 (inactive). (8) The drug is C1CN(c2nnc(N3CCC3)nn2)C1. The result is 0 (inactive). (9) The drug is CC(=O)NC1C(=O)N(Cc2ccccc2)C1COC(C)(C)C. The result is 0 (inactive).